Dataset: Reaction yield outcomes from USPTO patents with 853,638 reactions. Task: Predict the reaction yield, written as a fraction of the theoretical maximum amount of product (1.0 means a 100% yield; for example, 0.34 means a 34% yield). The reactants are C[C:2]1[CH:10]=[C:9]([NH:11][C:12](=[O:36])[NH:13][C:14]2[CH:19]=[CH:18][C:17]([C:20]3[N:25]=[C:24]([O:26][CH:27]([CH3:29])[CH3:28])[N:23]=[C:22]([N:30]4[CH2:35][CH2:34][O:33][CH2:32][CH2:31]4)[N:21]=3)=[CH:16][CH:15]=2)[CH:8]=[CH:7][C:3]=1[C:4]([OH:6])=O.[NH2:37][CH:38]1[CH2:43][CH2:42][N:41]([CH3:44])[CH2:40][CH2:39]1. No catalyst specified. The product is [CH:27]([O:26][C:24]1[N:23]=[C:22]([N:30]2[CH2:35][CH2:34][O:33][CH2:32][CH2:31]2)[N:21]=[C:20]([C:17]2[CH:18]=[CH:19][C:14]([NH:13][C:12]([NH:11][C:9]3[CH:10]=[CH:2][C:3]([C:4]([NH:37][CH:38]4[CH2:43][CH2:42][N:41]([CH3:44])[CH2:40][CH2:39]4)=[O:6])=[CH:7][CH:8]=3)=[O:36])=[CH:15][CH:16]=2)[N:25]=1)([CH3:28])[CH3:29]. The yield is 0.270.